The task is: Predict the product of the given reaction.. This data is from Forward reaction prediction with 1.9M reactions from USPTO patents (1976-2016). (1) Given the reactants [F:1][C:2]([F:7])([F:6])[C:3]([OH:5])=[O:4].[CH3:8][O:9][C:10]1[CH:11]=[C:12]2[C:16](=[CH:17][C:18]=1[O:19][CH3:20])[N:15]([CH2:21][CH2:22][CH2:23][N:24]1[CH2:29][CH2:28][N:27]([CH2:30][CH2:31][OH:32])[CH2:26][CH2:25]1)[CH:14]=[C:13]2[C:33]1[N:41](S(C2C=CC(C)=CC=2)(=O)=O)[C:36]2=[N:37][CH:38]=[CH:39][CH:40]=[C:35]2[CH:34]=1.[OH-].[K+], predict the reaction product. The product is: [F:1][C:2]([F:7])([F:6])[C:3]([OH:5])=[O:4].[CH3:8][O:9][C:10]1[CH:11]=[C:12]2[C:16](=[CH:17][C:18]=1[O:19][CH3:20])[N:15]([CH2:21][CH2:22][CH2:23][N:24]1[CH2:29][CH2:28][N:27]([CH2:30][CH2:31][OH:32])[CH2:26][CH2:25]1)[CH:14]=[C:13]2[C:33]1[NH:41][C:36]2=[N:37][CH:38]=[CH:39][CH:40]=[C:35]2[CH:34]=1. (2) Given the reactants [CH3:1][O:2][C:3]1[CH:8]=[CH:7][C:6]([CH:9]=[C:10]([CH3:25])[C:11](=[O:24])[C:12]2[CH:17]=[C:16]([O:18][CH3:19])[C:15]([O:20][CH3:21])=[C:14]([O:22][CH3:23])[CH:13]=2)=[CH:5][C:4]=1[NH:26][C:27](=[O:40])[C@:28]([NH2:39])(C(OC(C)(C)C)=O)[CH:29]([CH3:31])[CH3:30].[ClH:41].CO, predict the reaction product. The product is: [ClH:41].[CH3:1][O:2][C:3]1[CH:8]=[CH:7][C:6]([CH:9]=[C:10]([CH3:25])[C:11](=[O:24])[C:12]2[CH:17]=[C:16]([O:18][CH3:19])[C:15]([O:20][CH3:21])=[C:14]([O:22][CH3:23])[CH:13]=2)=[CH:5][C:4]=1[NH:26][C:27](=[O:40])[C@@H:28]([NH2:39])[CH:29]([CH3:31])[CH3:30]. (3) Given the reactants [F:1][C:2]1[C:3]([NH2:9])=[N:4][C:5](=[O:8])[NH:6][CH:7]=1.ClC(OC1C=CC([N+]([O-])=O)=CC=1)=[O:12].[OH:23][C:24]1[N:25]([C:40]2[CH:41]=[C:42]3[C:46](=[CH:47][CH:48]=2)[N:45]([CH2:49][CH2:50]O)[CH:44]=[CH:43]3)[C:26]([C:29]2[CH:34]=[C:33]([CH:35]([CH3:37])[CH3:36])[C:32]([OH:38])=[CH:31][C:30]=2[OH:39])=[N:27][N:28]=1.[N:52]1[CH:57]=CC=CC=1, predict the reaction product. The product is: [OH:39][C:30]1[CH:31]=[C:32]([OH:38])[C:33]([CH:35]([CH3:37])[CH3:36])=[CH:34][C:29]=1[C:26]1[N:25]([C:40]2[CH:41]=[C:42]3[C:46](=[CH:47][CH:48]=2)[N:45]([CH2:49][CH2:50][NH:52][C:57]([NH:9][C:3]2[C:2]([F:1])=[CH:7][NH:6][C:5](=[O:8])[N:4]=2)=[O:12])[CH:44]=[CH:43]3)[C:24]([OH:23])=[N:28][N:27]=1. (4) The product is: [NH2:36][C:34]1[CH:35]=[CH:30][CH:31]=[CH:32][C:33]=1[NH:38][C:21]([C:20]1[CH:24]=[CH:25][C:17]([N:14]2[CH2:13][CH2:12][C:10]3([CH2:9][N:8]([C:6]([O:5][C:1]([CH3:3])([CH3:4])[CH3:2])=[O:7])[CH2:11]3)[CH2:16][CH2:15]2)=[N:18][CH:19]=1)=[O:22]. Given the reactants [C:1]([O:5][C:6]([N:8]1[CH2:11][C:10]2([CH2:16][CH2:15][N:14]([C:17]3[CH:25]=[CH:24][C:20]([C:21](O)=[O:22])=[CH:19][N:18]=3)[CH2:13][CH2:12]2)[CH2:9]1)=[O:7])([CH3:4])([CH3:3])[CH3:2].C(Cl)CCl.[CH:30]1[CH:31]=[CH:32][C:33]2[N:38](O)N=[N:36][C:34]=2[CH:35]=1.C1(N)C=CC=CC=1N, predict the reaction product. (5) Given the reactants [N:1]1[CH:6]=[CH:5][CH:4]=[CH:3][C:2]=1[C:7]1[CH:8]=[N:9][NH:10][C:11]=1[NH2:12].[Cl:13][C:14]1[CH:15]=[C:16]([C:21](=O)[CH2:22][C:23](OC)=[O:24])[CH:17]=[CH:18][C:19]=1[Cl:20], predict the reaction product. The product is: [Cl:13][C:14]1[CH:15]=[C:16]([C:21]2[NH:12][C:11]3[N:10]([N:9]=[CH:8][C:7]=3[C:2]3[CH:3]=[CH:4][CH:5]=[CH:6][N:1]=3)[C:23](=[O:24])[CH:22]=2)[CH:17]=[CH:18][C:19]=1[Cl:20]. (6) Given the reactants [N:1]1[CH:6]=[CH:5][CH:4]=[C:3]([OH:7])[C:2]=1[C:8]1[CH:9]=[N:10][CH:11]=[CH:12][CH:13]=1.CC([O-])(C)C.[K+].[CH3:20][O:21][CH2:22]Cl, predict the reaction product. The product is: [CH3:20][O:21][CH2:22][O:7][C:3]1[C:2]([C:8]2[CH:9]=[N:10][CH:11]=[CH:12][CH:13]=2)=[N:1][CH:6]=[CH:5][CH:4]=1. (7) Given the reactants CO[C:3]([C:5]1[CH:13]=[C:12]2[C:8]([CH:9]=[CH:10][NH:11]2)=[CH:7][CH:6]=1)=[O:4].[CH2:14]([Mg]Br)[CH3:15].[CH2:18]1COC[CH2:19]1, predict the reaction product. The product is: [NH:11]1[C:12]2[C:8](=[CH:7][CH:6]=[C:5]([C:3]([OH:4])([CH2:14][CH3:15])[CH2:18][CH3:19])[CH:13]=2)[CH:9]=[CH:10]1. (8) Given the reactants [CH3:1][O:2][C:3]1[CH:4]=[C:5]([C:11]2[CH2:16][C:15]([CH2:19][CH3:20])([CH2:17][CH3:18])[C:14](=[O:21])[N:13]([CH:22]3[CH2:27][CH2:26][N:25]([C:28](=[O:45])[C@H:29]([NH:37]C(=O)OC(C)(C)C)[CH2:30][C:31]4[CH:36]=[CH:35][CH:34]=[CH:33][CH:32]=4)[CH2:24][CH2:23]3)[N:12]=2)[CH:6]=[CH:7][C:8]=1[O:9][CH3:10].C(Cl)Cl, predict the reaction product. The product is: [NH2:37][C@H:29]([CH2:30][C:31]1[CH:36]=[CH:35][CH:34]=[CH:33][CH:32]=1)[C:28]([N:25]1[CH2:24][CH2:23][CH:22]([N:13]2[C:14](=[O:21])[C:15]([CH2:19][CH3:20])([CH2:17][CH3:18])[CH2:16][C:11]([C:5]3[CH:6]=[CH:7][C:8]([O:9][CH3:10])=[C:3]([O:2][CH3:1])[CH:4]=3)=[N:12]2)[CH2:27][CH2:26]1)=[O:45].